This data is from Reaction yield outcomes from USPTO patents with 853,638 reactions. The task is: Predict the reaction yield, written as a fraction of the theoretical maximum amount of product (1.0 means a 100% yield; for example, 0.34 means a 34% yield). (1) The reactants are [Cl:1][C:2]1[C:7]([C:8]2[C:9](=[O:26])[N:10]([CH2:24][CH3:25])[C:11]3[C:16]([CH:17]=2)=[CH:15][N:14]=[C:13]([NH:18][CH2:19][CH2:20][N:21]([CH3:23])[CH3:22])[CH:12]=3)=[CH:6][C:5]([NH:27][C:28]([NH:30][C:31]2[CH:36]=[CH:35][CH:34]=[CH:33][CH:32]=2)=[O:29])=[C:4]([F:37])[CH:3]=1.[ClH:38]. The catalyst is CO.CCOC(C)=O. The product is [ClH:1].[ClH:38].[Cl:1][C:2]1[C:7]([C:8]2[C:9](=[O:26])[N:10]([CH2:24][CH3:25])[C:11]3[C:16]([CH:17]=2)=[CH:15][N:14]=[C:13]([NH:18][CH2:19][CH2:20][N:21]([CH3:22])[CH3:23])[CH:12]=3)=[CH:6][C:5]([NH:27][C:28]([NH:30][C:31]2[CH:32]=[CH:33][CH:34]=[CH:35][CH:36]=2)=[O:29])=[C:4]([F:37])[CH:3]=1. The yield is 0.900. (2) The reactants are [CH3:1][O:2][C:3]1[CH:4]=[C:5]([CH:9]=[CH:10][C:11]=1[N+:12]([O-:14])=[O:13])[C:6](Cl)=[O:7].C(N(CC)C(C)C)(C)C.Cl.Cl.[CH3:26][N:27]1[CH2:31][CH2:30][C@@H:29]([NH2:32])[CH2:28]1. The catalyst is C(Cl)Cl. The product is [CH3:1][O:2][C:3]1[CH:4]=[C:5]([CH:9]=[CH:10][C:11]=1[N+:12]([O-:14])=[O:13])[C:6]([NH:32][C@@H:29]1[CH2:30][CH2:31][N:27]([CH3:26])[CH2:28]1)=[O:7]. The yield is 0.469. (3) The product is [CH2:18]([NH:17][C:14]1[N:15]=[CH:16][C:11]2[CH:10]=[C:9]([C:3]3[C:4]([Cl:8])=[CH:5][CH:6]=[CH:7][C:2]=3[Cl:1])[N:26]([CH2:27][C@@H:28]3[CH2:33][CH2:32][CH2:31][NH:30][CH2:29]3)[C:12]=2[N:13]=1)[C:19]1[CH:24]=[CH:23][CH:22]=[CH:21][CH:20]=1. The reactants are [Cl:1][C:2]1[CH:7]=[CH:6][CH:5]=[C:4]([Cl:8])[C:3]=1[C:9]1[N:26]([CH2:27][CH:28]2[CH2:33][CH2:32][CH2:31][NH:30][CH2:29]2)[C:12]2[N:13]=[C:14]([NH:17][CH2:18][C:19]3[CH:20]=[C:21](O)[CH:22]=[CH:23][CH:24]=3)[N:15]=[CH:16][C:11]=2[CH:10]=1.C(NC1N=CC2C=C(C3C(Cl)=CC=CC=3Cl)N(C[C@@H]3CCCN(C(OC(C)(C)C)=O)C3)C=2N=1)C1C=CC=CC=1. No catalyst specified. The yield is 0.380. (4) The reactants are [CH:1]1([CH2:5][O:6][C:7]2[C:8]3[N:9]([C:13]([C:17]([O:19]CC)=[O:18])=[C:14]([CH3:16])[N:15]=3)[CH:10]=[CH:11][N:12]=2)[CH2:4][CH2:3][CH2:2]1.[OH-].[Na+].Cl.ClCCl. The catalyst is O1CCOCC1. The product is [CH:1]1([CH2:5][O:6][C:7]2[C:8]3[N:9]([C:13]([C:17]([OH:19])=[O:18])=[C:14]([CH3:16])[N:15]=3)[CH:10]=[CH:11][N:12]=2)[CH2:2][CH2:3][CH2:4]1. The yield is 0.850. (5) The reactants are C(OC([N:8]1[CH2:13][CH2:12][N:11]([C:14]2[C:19]([C:20]3[CH:25]=[CH:24][C:23]([CH2:26][OH:27])=[CH:22][CH:21]=3)=[N:18][CH:17]=[CH:16][N:15]=2)[CH2:10][CH2:9]1)=O)(C)(C)C.FC(F)(F)C(O)=O.C(Cl)[Cl:36]. No catalyst specified. The product is [ClH:36].[ClH:36].[N:11]1([C:14]2[C:19]([C:20]3[CH:21]=[CH:22][C:23]([CH2:26][OH:27])=[CH:24][CH:25]=3)=[N:18][CH:17]=[CH:16][N:15]=2)[CH2:12][CH2:13][NH:8][CH2:9][CH2:10]1. The yield is 0.650. (6) The reactants are [Br:1][C:2]1[CH:7]=[CH:6][C:5]([NH:8][C:9]2[CH:16]=[CH:15][C:12]([C:13]#[N:14])=[CH:11][CH:10]=2)=[CH:4][C:3]=1[CH3:17].[C:18](O[C:18]([O:20][C:21]([CH3:24])([CH3:23])[CH3:22])=[O:19])([O:20][C:21]([CH3:24])([CH3:23])[CH3:22])=[O:19]. The catalyst is O1CCCC1. The product is [Br:1][C:2]1[CH:7]=[CH:6][C:5]([N:8]([C:9]2[CH:16]=[CH:15][C:12]([C:13]#[N:14])=[CH:11][CH:10]=2)[C:18](=[O:19])[O:20][C:21]([CH3:24])([CH3:23])[CH3:22])=[CH:4][C:3]=1[CH3:17]. The yield is 0.940. (7) The reactants are [F:1][C:2]1[CH:3]=[C:4]([Mg]Br)[CH:5]=[CH:6][CH:7]=1.[N:10]12[CH2:17][CH2:16][C:13]([C:18]([O:20]CC)=O)([CH2:14][CH2:15]1)[CH2:12][CH2:11]2. The catalyst is C1COCC1. The product is [N:10]12[CH2:11][CH2:12][C:13]([C:18]([C:6]3[CH:5]=[CH:4][CH:3]=[C:2]([F:1])[CH:7]=3)([C:4]3[CH:5]=[CH:6][CH:7]=[C:2]([F:1])[CH:3]=3)[OH:20])([CH2:14][CH2:15]1)[CH2:16][CH2:17]2. The yield is 0.767.